From a dataset of Peptide-MHC class II binding affinity with 134,281 pairs from IEDB. Regression. Given a peptide amino acid sequence and an MHC pseudo amino acid sequence, predict their binding affinity value. This is MHC class II binding data. The peptide sequence is PKGGAESSSKAALTS. The MHC is DRB1_0405 with pseudo-sequence DRB1_0405. The binding affinity (normalized) is 0.337.